From a dataset of Reaction yield outcomes from USPTO patents with 853,638 reactions. Predict the reaction yield, written as a fraction of the theoretical maximum amount of product (1.0 means a 100% yield; for example, 0.34 means a 34% yield). (1) The reactants are C([O:3][C:4](=[O:28])[CH2:5][N:6]1[C:10]([CH2:11][CH3:12])=[C:9]([CH2:13][C:14]2[CH:22]=[C:21]([CH3:23])[C:20]([O:24][CH3:25])=[C:19]3[C:15]=2[CH2:16][CH2:17][CH2:18]3)[C:8]([CH2:26][CH3:27])=[N:7]1)C.[OH-].[Na+]. The catalyst is O1CCCC1.CO.O. The product is [CH2:26]([C:8]1[C:9]([CH2:13][C:14]2[CH:22]=[C:21]([CH3:23])[C:20]([O:24][CH3:25])=[C:19]3[C:15]=2[CH2:16][CH2:17][CH2:18]3)=[C:10]([CH2:11][CH3:12])[N:6]([CH2:5][C:4]([OH:28])=[O:3])[N:7]=1)[CH3:27]. The yield is 0.755. (2) The reactants are COC1C=CC(P2(SP(C3C=CC(OC)=CC=3)(=S)S2)=[S:10])=CC=1.[CH3:23][O:24][C:25]1[CH:26]=[C:27]([NH:33][C:34](=O)[C:35]2[C:40]([F:41])=[CH:39][CH:38]=[CH:37][C:36]=2[F:42])[CH:28]=[C:29]([O:31][CH3:32])[CH:30]=1. The catalyst is C1(C)C=CC=CC=1. The product is [CH3:23][O:24][C:25]1[CH:26]=[C:27]([NH:33][C:34]([C:35]2[C:40]([F:41])=[CH:39][CH:38]=[CH:37][C:36]=2[F:42])=[S:10])[CH:28]=[C:29]([O:31][CH3:32])[CH:30]=1. The yield is 0.960. (3) The reactants are ClC[CH2:3][CH2:4][N:5]1[CH2:10][CH2:9][O:8][CH2:7][CH2:6]1.[Br:11][C:12]1[CH:17]=[CH:16][C:15]([OH:18])=[CH:14][CH:13]=1.C(=O)([O-])[O-].[K+].[K+].CN(C=O)C. The catalyst is O. The product is [Br:11][C:12]1[CH:17]=[CH:16][C:15]([O:18][CH2:3][CH2:4][N:5]2[CH2:10][CH2:9][O:8][CH2:7][CH2:6]2)=[CH:14][CH:13]=1. The yield is 0.994. (4) The reactants are [N+:1]([C:4]1[CH:5]=[C:6]([NH2:10])[CH:7]=[CH:8][CH:9]=1)([O-:3])=[O:2].[N:11]([O-])=O.[Na+].[Cl:15][Sn]Cl.O. The catalyst is O.Cl. The product is [ClH:15].[N+:1]([C:4]1[CH:5]=[C:6]([NH:10][NH2:11])[CH:7]=[CH:8][CH:9]=1)([O-:3])=[O:2]. The yield is 0.730. (5) The catalyst is C(O)CCC. The reactants are Cl[C:2]1[N:7]=[CH:6][N:5]=[C:4]([NH:8][C:9]2[CH:14]=[CH:13][CH:12]=[C:11]([O:15][C:16]3[CH:21]=[CH:20][CH:19]=[CH:18][CH:17]=3)[CH:10]=2)[CH:3]=1.[NH2:22][C:23]1[CH:28]=[CH:27][CH:26]=[C:25]([NH2:29])[CH:24]=1.Cl. The yield is 0.320. The product is [NH2:22][C:23]1[CH:24]=[C:25]([NH:29][C:2]2[CH:3]=[C:4]([NH:8][C:9]3[CH:14]=[CH:13][CH:12]=[C:11]([O:15][C:16]4[CH:21]=[CH:20][CH:19]=[CH:18][CH:17]=4)[CH:10]=3)[N:5]=[CH:6][N:7]=2)[CH:26]=[CH:27][CH:28]=1. (6) The reactants are Br[CH:2]([C:4]1[C:13]([Cl:14])=[N:12][CH:11]=[CH:10][C:5]=1[C:6]([O:8]C)=O)[CH3:3].Cl.[CH3:16][C:17]1[CH:18]=[C:19]([CH2:29][NH2:30])[CH:20]=[N:21][C:22]=1[O:23][CH2:24][C:25]([F:28])([F:27])[F:26]. No catalyst specified. The product is [Cl:14][C:13]1[C:4]2[CH:2]([CH3:3])[N:30]([CH2:29][C:19]3[CH:20]=[N:21][C:22]([O:23][CH2:24][C:25]([F:28])([F:26])[F:27])=[C:17]([CH3:16])[CH:18]=3)[C:6](=[O:8])[C:5]=2[CH:10]=[CH:11][N:12]=1. The yield is 0.200. (7) The reactants are [Br:1][C:2]1[CH:3]=[C:4]([NH:10][C:11]2[CH:15]=[C:14]([CH3:16])[NH:13][N:12]=2)[C:5](=[O:9])[N:6]([CH3:8])[CH:7]=1.Br[CH2:18][CH3:19].C([O-])([O-])=O.[K+].[K+]. The catalyst is CN(C=O)C. The product is [Br:1][C:2]1[CH:3]=[C:4]([NH:10][C:11]2[CH:15]=[C:14]([CH3:16])[N:13]([CH2:18][CH3:19])[N:12]=2)[C:5](=[O:9])[N:6]([CH3:8])[CH:7]=1. The yield is 0.370. (8) The reactants are [Cl:1][C:2]1[N:7]=[C:6]2[S:8][C:9]([N:11]=[C:12](SC)SC)=[N:10][C:5]2=[CH:4][CH:3]=1.Cl.Cl.[NH2:19][CH2:20][C@@:21]1([OH:29])[CH:26]2[CH2:27][CH2:28][N:23]([CH2:24][CH2:25]2)[CH2:22]1.C(=O)([O-])[O-].[Cs+].[Cs+].O. The catalyst is CN(C=O)C. The product is [Cl:1][C:2]1[N:7]=[C:6]2[S:8][C:9]([NH:11][C:12]3[O:29][C@:21]4([CH2:20][N:19]=3)[CH:26]3[CH2:27][CH2:28][N:23]([CH2:24][CH2:25]3)[CH2:22]4)=[N:10][C:5]2=[CH:4][CH:3]=1. The yield is 0.510. (9) The reactants are [C:1]([C:4]1[N:5]=[C:6]([N:9]2[CH2:12][CH:11]([S:13][C:14]3[C@H:15]([CH3:34])[C@@H:16]4[C@@H:29]([C@H:30]([OH:32])[CH3:31])[C:28](=[O:33])[N:17]4[C:18]=3[C:19]([O:21]C3C=CC=CC=3)=[O:20])[CH2:10]2)[S:7][CH:8]=1)(=[O:3])[NH2:2].[C:35](O)(=O)[CH3:36].NN.C1(P(OC2[C@H](C)[C@H]3[C@@H]([C@H](O)C)C(=O)N3C=2C(O[CH2:64][C:65]2[CH:70]=[CH:69][C:68]([N+:71]([O-:73])=[O:72])=[CH:67][CH:66]=2)=O)(C2C=CC=CC=2)=O)C=CC=CC=1.[CH:81](N(C(C)C)CC)([CH3:83])[CH3:82].C(=O)([O-])O.[Na+]. The catalyst is CN(C)C=O.C(#N)C.C(OCC)(=O)C. The product is [N:2]1([C:1]([C:4]2[N:5]=[C:6]([N:9]3[CH2:12][CH:11]([S:13][C:14]4[C@H:15]([CH3:34])[C@@H:16]5[C@@H:29]([C@H:30]([OH:32])[CH3:31])[C:28](=[O:33])[N:17]5[C:18]=4[C:19]([O:21][CH2:64][C:65]4[CH:66]=[CH:67][C:68]([N+:71]([O-:73])=[O:72])=[CH:69][CH:70]=4)=[O:20])[CH2:10]3)[S:7][CH:8]=2)=[O:3])[CH2:36][CH2:35][CH2:83][CH2:81][CH2:82]1. The yield is 0.870.